From a dataset of Reaction yield outcomes from USPTO patents with 853,638 reactions. Predict the reaction yield, written as a fraction of the theoretical maximum amount of product (1.0 means a 100% yield; for example, 0.34 means a 34% yield). (1) The reactants are [NH2:1][C:2]1[S:3][C:4]([C:13]([O:15][CH2:16][CH3:17])=[O:14])=[C:5]([C:7]2[CH:12]=[CH:11][CH:10]=[CH:9][CH:8]=2)[N:6]=1.N1C=CC=CC=1.[C:24](Cl)(=[O:31])[C:25]1[CH:30]=[CH:29][CH:28]=[CH:27][CH:26]=1. The catalyst is CN(C)C1C=CN=CC=1.ClCCl. The product is [C:24]([NH:1][C:2]1[S:3][C:4]([C:13]([O:15][CH2:16][CH3:17])=[O:14])=[C:5]([C:7]2[CH:12]=[CH:11][CH:10]=[CH:9][CH:8]=2)[N:6]=1)(=[O:31])[C:25]1[CH:30]=[CH:29][CH:28]=[CH:27][CH:26]=1. The yield is 0.920. (2) The product is [CH2:27]([O:28][CH2:29][CH2:30][N:13]([S:14]([C:17]1[S:18][CH:19]=[CH:20][CH:21]=1)(=[O:15])=[O:16])[C:11]1[CH:10]=[CH:9][CH:8]=[C:7]2[C:12]=1[NH:4][C:5]([C:22]([NH2:24])=[O:23])=[CH:6]2)[CH3:26]. The reactants are COC[N:4]1[C:12]2[C:7](=[CH:8][CH:9]=[CH:10][C:11]=2[NH:13][S:14]([C:17]2[S:18][CH:19]=[CH:20][CH:21]=2)(=[O:16])=[O:15])[CH:6]=[C:5]1[C:22]([NH2:24])=[O:23].Br[CH2:26][CH2:27][O:28][CH2:29][CH3:30].C(=O)([O-])[O-].[K+].[K+].O.O.C(O)(=O)C(O)=O. The catalyst is C(OCC)(=O)C.[Cl-].[Na+].O.O.CO.CN(C)C=O. The yield is 0.950.